This data is from Full USPTO retrosynthesis dataset with 1.9M reactions from patents (1976-2016). The task is: Predict the reactants needed to synthesize the given product. (1) The reactants are: [CH2:1]([O:3][C:4]([CH:6]1[CH2:11][CH2:10][CH2:9][CH2:8][C:7]1=[O:12])=[O:5])[CH3:2].[Br:13]C1CC(C(C)C)CCC1=O. Given the product [CH2:1]([O:3][C:4]([CH:6]1[CH2:11][CH2:10][CH2:9][CH:8]([Br:13])[C:7]1=[O:12])=[O:5])[CH3:2], predict the reactants needed to synthesize it. (2) Given the product [Br:1][C:2]1[CH:7]=[C:6]([C:8]2[N:20]3[CH:21]=[CH:22][CH:23]=[CH:24][C:19]3=[N:18][C:9]=2[C:11]2[CH:16]=[CH:15][CH:14]=[C:13]([Cl:17])[CH:12]=2)[CH:5]=[CH:4][N:3]=1, predict the reactants needed to synthesize it. The reactants are: [Br:1][C:2]1[CH:7]=[C:6]([CH2:8][C:9]([C:11]2[CH:16]=[CH:15][CH:14]=[C:13]([Cl:17])[CH:12]=2)=O)[CH:5]=[CH:4][N:3]=1.[NH2:18][C:19]1[CH:24]=[CH:23][CH:22]=[CH:21][N:20]=1. (3) Given the product [CH3:1][O:2][C:3](=[O:22])[C:4]1[CH:5]=[CH:6][C:7]([CH2:10][CH:12]2[C:13](=[O:21])[O:14][C:15]([CH3:19])([CH3:20])[O:16][C:17]2=[O:18])=[CH:8][CH:9]=1, predict the reactants needed to synthesize it. The reactants are: [CH3:1][O:2][C:3](=[O:22])[C:4]1[CH:9]=[CH:8][C:7]([C:10]([CH:12]2[C:17](=[O:18])[O:16][C:15]([CH3:20])([CH3:19])[O:14][C:13]2=[O:21])=O)=[CH:6][CH:5]=1.CC(O)=O.[BH4-].[Na+]. (4) Given the product [NH2:1][CH:2]([C:7]1[CH:12]=[CH:11][CH:10]=[C:9]([Br:13])[CH:8]=1)[C:3]([NH2:14])=[O:4], predict the reactants needed to synthesize it. The reactants are: [NH2:1][CH:2]([C:7]1[CH:12]=[CH:11][CH:10]=[C:9]([Br:13])[CH:8]=1)[C:3](OC)=[O:4].[NH3:14]. (5) Given the product [Cl:1][C:2]1[C:7]2[C:8]([I:11])=[N:9][N:10]([CH2:16][C:17]3[CH:22]=[CH:21][C:20]([O:23][CH3:24])=[CH:19][CH:18]=3)[C:6]=2[CH:5]=[C:4]([CH3:12])[N:3]=1, predict the reactants needed to synthesize it. The reactants are: [Cl:1][C:2]1[C:7]2[C:8]([I:11])=[N:9][NH:10][C:6]=2[CH:5]=[C:4]([CH3:12])[N:3]=1.[OH-].[K+].Cl[CH2:16][C:17]1[CH:22]=[CH:21][C:20]([O:23][CH3:24])=[CH:19][CH:18]=1.